From a dataset of Experimentally validated miRNA-target interactions with 360,000+ pairs, plus equal number of negative samples. Binary Classification. Given a miRNA mature sequence and a target amino acid sequence, predict their likelihood of interaction. (1) The miRNA is hsa-miR-384 with sequence AUUCCUAGAAAUUGUUCAUA. The protein sequence of the target gene is MKCKPNQTRTYDPEGFKKRAACLCFRSEREDEVLLVSSSRYPDRWIVPGGGMEPEEEPGGAAVREVYEEAGVKGKLGRLLGVFEQNQDRKHRTYVYVLTVTELLEDWEDSVSIGRKREWFKVEDAIKVLQCHKPVHAEYLEKLKLGGSPTNGNSMAPSSPDSDP. Result: 0 (no interaction). (2) The miRNA is hsa-miR-515-5p with sequence UUCUCCAAAAGAAAGCACUUUCUG. The protein sequence of the target gene is MAASISGYTFSAVCFHSANSNADHEGFLLGEVRQEETFSISDSQISNTEFLQVIEIHNHQPCSKLFSFYDYASKVNEESLDRILKDRRKKVIGWYRFRRNTQQQMSYREQVLHKQLTRILGVPDLVFLLFSFISTANNSTHALEYVLFRPNRRYNQRISLAIPNLGNTSQQEYKVSSVPNTSQSYAKVIKEHGTDFFDKDGVMKDIRAIYQVYNALQEKVQAVCADVEKSERVVESCQAEVNKLRRQITQRKNEKEQERRLQQAVLSRQMPSESLDPAFSPRMPSSGFAAEGRSTLGDAE.... Result: 1 (interaction). (3) The miRNA is hsa-miR-6880-3p with sequence CCGCCUUCUCUCCUCCCCCAG. The protein sequence of the target gene is MAAVRGVRVVGSSPGLLLGRGMRAFLLLLWLAARGSALYFHIGETEKKCFIEEIPDETMVIGNYRTQLYDKQREEYQPATPGLGMFVEVKDPEDKVILARQYGSEGRFTFTSHTPGEHQICLHSNSTKFSLFAGGMLRVHLDIQVGEHANDYAEIAAKDKLSELQLRVRQLVEQVEQIQKEQNYQRWREERFRQTSESTNQRVLWWSILQTLILVAIGVWQMRHLKSFFEAKKLV. Result: 0 (no interaction).